Dataset: Reaction yield outcomes from USPTO patents with 853,638 reactions. Task: Predict the reaction yield, written as a fraction of the theoretical maximum amount of product (1.0 means a 100% yield; for example, 0.34 means a 34% yield). (1) The reactants are [Cl:1][C:2]1[CH:7]=[CH:6][C:5]([N:8]2[C:12]([CH:13]([CH3:15])[CH3:14])=[C:11]([NH2:16])[N:10]=[N:9]2)=[CH:4][CH:3]=1.[CH3:17][C:18]1[N:19]([CH:27]([CH3:31])[C:28](O)=[O:29])[CH:20]=[C:21]([C:23]([F:26])([F:25])[F:24])[N:22]=1.CN(C(ON1N=NC2C=CC=NC1=2)=[N+](C)C)C.F[P-](F)(F)(F)(F)F.CCN(CC)CC. The catalyst is C(Cl)Cl.C(=O)(O)[O-].[Na+]. The product is [Cl:1][C:2]1[CH:3]=[CH:4][C:5]([N:8]2[C:12]([CH:13]([CH3:14])[CH3:15])=[C:11]([NH:16][C:28](=[O:29])[CH:27]([N:19]3[CH:20]=[C:21]([C:23]([F:24])([F:26])[F:25])[N:22]=[C:18]3[CH3:17])[CH3:31])[N:10]=[N:9]2)=[CH:6][CH:7]=1. The yield is 0.100. (2) The reactants are [NH:1]1[CH2:5][CH2:4][CH:3]([C:6]2[NH:10][C:9]3[CH:11]=[CH:12][C:13]([C:15]#[N:16])=[CH:14][C:8]=3[N:7]=2)[CH2:2]1.[Cl:17][C:18]1[C:23](Cl)=[N:22][CH:21]=[CH:20][N:19]=1.C([O-])([O-])=O.[K+].[K+]. The catalyst is CC#N. The product is [Cl:17][C:18]1[C:23]([N:1]2[CH2:5][CH2:4][CH:3]([C:6]3[NH:10][C:9]4[CH:11]=[CH:12][C:13]([C:15]#[N:16])=[CH:14][C:8]=4[N:7]=3)[CH2:2]2)=[N:22][CH:21]=[CH:20][N:19]=1. The yield is 0.790. (3) The reactants are [C:1]1([CH:13]2[CH2:17][CH2:16][C@H:15]([NH2:18])[CH2:14]2)[C:5]2=[C:6]3[CH:12]=[CH:11][NH:10][C:7]3=[N:8][CH:9]=[C:4]2[NH:3][N:2]=1.Cl[C:20]1[CH:27]=[CH:26][C:23]([C:24]#[N:25])=[CH:22][N:21]=1.CCN(C(C)C)C(C)C. The catalyst is CCO. The product is [C:1]1([C@H:13]2[CH2:17][CH2:16][C@H:15]([NH:18][C:20]3[CH:27]=[CH:26][C:23]([C:24]#[N:25])=[CH:22][N:21]=3)[CH2:14]2)[C:5]2=[C:6]3[CH:12]=[CH:11][NH:10][C:7]3=[N:8][CH:9]=[C:4]2[NH:3][N:2]=1. The yield is 0.0500. (4) The reactants are [Cl-].[Al+3].[Cl-].[Cl-].[C:5](Cl)(=[O:7])[CH3:6].[CH:9]([C:12]1[CH:20]=[C:15]2[CH:16]=[CH:17][CH:18]=[CH:19][N:14]2[N:13]=1)([CH3:11])[CH3:10].C([O-])(O)=O.[Na+]. The catalyst is ClCCl.CCOC(C)=O. The product is [CH:9]([C:12]1[C:20]([C:5](=[O:7])[CH3:6])=[C:15]2[CH:16]=[CH:17][CH:18]=[CH:19][N:14]2[N:13]=1)([CH3:11])[CH3:10]. The yield is 0.460.